Predict the reaction yield, written as a fraction of the theoretical maximum amount of product (1.0 means a 100% yield; for example, 0.34 means a 34% yield). From a dataset of Reaction yield outcomes from USPTO patents with 853,638 reactions. (1) The reactants are O.[BH4-].[Na+].[C:4]([C:7]1[CH:8]=[N:9][C:10]([Br:13])=[CH:11][CH:12]=1)(=[O:6])[CH3:5]. The catalyst is C(O)C. The product is [Br:13][C:10]1[N:9]=[CH:8][C:7]([CH:4]([OH:6])[CH3:5])=[CH:12][CH:11]=1. The yield is 0.970. (2) The reactants are [Cl:1][C:2]1[CH:7]=[CH:6][C:5]([CH3:8])=[C:4]([I:9])[CH:3]=1.[Br:10]N1C(=O)CCC1=O. The catalyst is C(Cl)(Cl)(Cl)Cl.C(OOC(=O)C1C=CC=CC=1)(=O)C1C=CC=CC=1. The product is [Br:10][CH2:8][C:5]1[CH:6]=[CH:7][C:2]([Cl:1])=[CH:3][C:4]=1[I:9]. The yield is 0.640. (3) The reactants are [P:1]([O:13][CH2:14][CH2:15][N:16]([CH2:18][CH2:19][C@@H:20]([NH:29][C:30]1[CH:35]=[CH:34][C:33]([S:36](=[O:68])(=[O:67])[NH:37][C:38](=[O:66])[C:39]2[CH:44]=[CH:43][C:42]([N:45]3[CH2:50][CH2:49][CH:48]([C@H:51]([C:53]4[CH:58]=[CH:57][CH:56]=[CH:55][C:54]=4[C:59]4[CH:64]=[CH:63][C:62]([Cl:65])=[CH:61][CH:60]=4)[OH:52])[CH2:47][CH2:46]3)=[CH:41][CH:40]=2)=[CH:32][C:31]=1[S:69]([C:72]([F:75])([F:74])[F:73])(=[O:71])=[O:70])[CH2:21][S:22][C:23]1[CH:28]=[CH:27][CH:26]=[CH:25][CH:24]=1)[CH3:17])([O:8]C(C)(C)C)([O:3]C(C)(C)C)=[O:2].Cl. The catalyst is C(Cl)Cl.CO. The product is [ClH:65].[P:1]([OH:8])([OH:3])([O:13][CH2:14][CH2:15][N:16]([CH2:18][CH2:19][C@@H:20]([NH:29][C:30]1[CH:35]=[CH:34][C:33]([S:36](=[O:68])(=[O:67])[NH:37][C:38](=[O:66])[C:39]2[CH:40]=[CH:41][C:42]([N:45]3[CH2:50][CH2:49][CH:48]([C@H:51]([C:53]4[CH:58]=[CH:57][CH:56]=[CH:55][C:54]=4[C:59]4[CH:60]=[CH:61][C:62]([Cl:65])=[CH:63][CH:64]=4)[OH:52])[CH2:47][CH2:46]3)=[CH:43][CH:44]=2)=[CH:32][C:31]=1[S:69]([C:72]([F:73])([F:75])[F:74])(=[O:70])=[O:71])[CH2:21][S:22][C:23]1[CH:28]=[CH:27][CH:26]=[CH:25][CH:24]=1)[CH3:17])=[O:2]. The yield is 0.950. (4) The reactants are [OH:1][CH2:2][C@@H:3]([NH:11][C:12]1[CH:17]=[CH:16][NH:15][C:14](=[O:18])[C:13]=1[C:19]1[NH:23][C:22]2[CH:24]=[C:25]([N:29]3[CH2:34][CH2:33][NH:32][CH2:31][CH2:30]3)[CH:26]=[C:27]([CH3:28])[C:21]=2[N:20]=1)[CH2:4][C:5]1[CH:10]=[CH:9][CH:8]=[CH:7][CH:6]=1.[CH3:35][C:36]([CH3:38])=O.C1COCC1.[BH3-]C#N.[Na+]. The catalyst is CO. The product is [OH:1][CH2:2][C@@H:3]([NH:11][C:12]1[CH:17]=[CH:16][NH:15][C:14](=[O:18])[C:13]=1[C:19]1[NH:23][C:22]2[CH:24]=[C:25]([N:29]3[CH2:30][CH2:31][N:32]([CH:36]([CH3:38])[CH3:35])[CH2:33][CH2:34]3)[CH:26]=[C:27]([CH3:28])[C:21]=2[N:20]=1)[CH2:4][C:5]1[CH:6]=[CH:7][CH:8]=[CH:9][CH:10]=1. The yield is 0.440. (5) The reactants are Br[CH2:2][CH2:3]Br.C([O-])([O-])=O.[K+].[K+].[SH:11][C:12]1[CH:17]=[C:16]([OH:18])[CH:15]=[CH:14][C:13]=1[OH:19]. The catalyst is CC(C)=O. The product is [O:19]1[C:13]2[CH:14]=[CH:15][C:16]([OH:18])=[CH:17][C:12]=2[S:11][CH2:3][CH2:2]1. The yield is 0.550. (6) The product is [S:27](=[O:29])(=[O:28])([OH:31])[OH:30].[C:1]([O:4][C:5]1[S:13][C:12]2[CH2:11][CH2:10][N:9]([CH:14]([C:22]([CH:24]3[CH2:26][CH2:25]3)=[O:23])[C:15]3[CH:20]=[CH:19][CH:18]=[CH:17][C:16]=3[F:21])[CH2:8][C:7]=2[CH:6]=1)(=[O:3])[CH3:2]. The catalyst is C(OCC)C. The yield is 0.533. The reactants are [C:1]([O:4][C:5]1[S:13][C:12]2[CH2:11][CH2:10][N:9]([CH:14]([C:22]([CH:24]3[CH2:26][CH2:25]3)=[O:23])[C:15]3[CH:20]=[CH:19][CH:18]=[CH:17][C:16]=3[F:21])[CH2:8][C:7]=2[CH:6]=1)(=[O:3])[CH3:2].[S:27](=[O:31])(=[O:30])([OH:29])[OH:28].